From a dataset of Reaction yield outcomes from USPTO patents with 853,638 reactions. Predict the reaction yield, written as a fraction of the theoretical maximum amount of product (1.0 means a 100% yield; for example, 0.34 means a 34% yield). (1) The reactants are [Br:1][C:2]1[C:10]([N:11]([CH2:18][CH3:19])[CH:12]2[CH2:17][CH2:16][O:15][CH2:14][CH2:13]2)=[CH:9][C:8]([Cl:20])=[CH:7][C:3]=1[C:4]([OH:6])=O.C1CN([P+](ON2N=NC3C=CC=CC2=3)(N2CCCC2)N2CCCC2)CC1.F[P-](F)(F)(F)(F)F.C(N(C(C)C)C(C)C)C.[NH2:63][CH2:64][C:65]1[C:66](=[O:73])[NH:67][C:68]([CH3:72])=[CH:69][C:70]=1[CH3:71]. The catalyst is CN(C=O)C.CCOC(C)=O. The product is [Br:1][C:2]1[C:10]([N:11]([CH2:18][CH3:19])[CH:12]2[CH2:17][CH2:16][O:15][CH2:14][CH2:13]2)=[CH:9][C:8]([Cl:20])=[CH:7][C:3]=1[C:4]([NH:63][CH2:64][C:65]1[C:66](=[O:73])[NH:67][C:68]([CH3:72])=[CH:69][C:70]=1[CH3:71])=[O:6]. The yield is 0.650. (2) The reactants are [CH2:1]([O:3][C:4]([C:6]1[CH2:10][C:9]([O-:11])=[C:8](C(OC)=O)[C:7]=1[CH3:16])=[O:5])[CH3:2].[Na+].[Cl-].[K+].CC(O)=O.C([O-])(O)=O.[Na+]. The yield is 0.690. The catalyst is C1(C)C=CC=CC=1.O. The product is [CH3:16][C:7]1[CH:6]([C:4]([O:3][CH2:1][CH3:2])=[O:5])[CH2:10][C:9](=[O:11])[CH:8]=1. (3) The reactants are [CH:1]1[C:13]2[CH:12]([CH2:14][O:15][C:16]([NH:18][CH:19]3[CH:24]4[CH:20]3[CH2:21][N:22](C(OC(C)(C)C)=O)[CH2:23]4)=[O:17])[C:11]3[C:6](=[CH:7][CH:8]=[CH:9][CH:10]=3)[C:5]=2[CH:4]=[CH:3][CH:2]=1.C(Cl)Cl.C([O-])(O)=O.[Na+]. The yield is 0.690. The product is [CH:24]12[CH:19]([NH:18][C:16](=[O:17])[O:15][CH2:14][CH:12]3[C:11]4[CH:10]=[CH:9][CH:8]=[CH:7][C:6]=4[C:5]4[C:13]3=[CH:1][CH:2]=[CH:3][CH:4]=4)[CH:20]1[CH2:21][NH:22][CH2:23]2. No catalyst specified.